From a dataset of Forward reaction prediction with 1.9M reactions from USPTO patents (1976-2016). Predict the product of the given reaction. (1) Given the reactants [Cl-].[Cr+3:2].[Cl-].[Cl-].[C:5]([NH:8][C@H:9]([C:12]([OH:14])=[O:13])[CH2:10][SH:11])(=[O:7])[CH3:6], predict the reaction product. The product is: [C:5]([NH:8][C@H:9]([C:12]([OH:14])=[O:13])[CH2:10][SH:11])(=[O:7])[CH3:6].[Cr:2]. (2) Given the reactants [N+:1]([C:4]1[CH:12]=[CH:11][C:7]([C:8](Cl)=[O:9])=[CH:6][CH:5]=1)([O-:3])=[O:2].[NH2:13][C:14]1[CH:19]=[CH:18][C:17]([C:20](=[O:27])[CH2:21][CH2:22][C:23]([O:25]C)=[O:24])=[CH:16][CH:15]=1, predict the reaction product. The product is: [N+:1]([C:4]1[CH:12]=[CH:11][C:7]([C:8]([NH:13][C:14]2[CH:15]=[CH:16][C:17]([C:20](=[O:27])[CH2:21][CH2:22][C:23]([OH:25])=[O:24])=[CH:18][CH:19]=2)=[O:9])=[CH:6][CH:5]=1)([O-:3])=[O:2]. (3) The product is: [CH2:11]([O:10][C:8]([C:6]1[NH:7][C:3]([C:1]([OH:24])=[O:2])=[C:4]([S:14]([C:17]2[CH:22]=[CH:21][CH:20]=[CH:19][CH:18]=2)(=[O:16])=[O:15])[C:5]=1[CH3:13])=[O:9])[CH3:12]. Given the reactants [CH:1]([C:3]1[NH:7][C:6]([C:8]([O:10][CH2:11][CH3:12])=[O:9])=[C:5]([CH3:13])[C:4]=1[S:14]([C:17]1[CH:22]=[CH:21][CH:20]=[CH:19][CH:18]=1)(=[O:16])=[O:15])=[O:2].Cl([O-])=[O:24].[Na+].P([O-])(O)(O)=O.[Na+], predict the reaction product. (4) Given the reactants [Cl:1][C:2]1[C:3]([C:25]2[S:29][C:28]([C:30]3([O:34][CH2:35][O:36][CH3:37])[CH2:33][CH2:32][CH2:31]3)=[N:27][CH:26]=2)=[C:4]2[CH:10]=[C:9]([C:11]([O:13]C)=[O:12])[N:8](S(C3C=CC(C)=CC=3)(=O)=O)[C:5]2=[N:6][CH:7]=1.[OH-].[Na+], predict the reaction product. The product is: [Cl:1][C:2]1[C:3]([C:25]2[S:29][C:28]([C:30]3([O:34][CH2:35][O:36][CH3:37])[CH2:33][CH2:32][CH2:31]3)=[N:27][CH:26]=2)=[C:4]2[CH:10]=[C:9]([C:11]([OH:13])=[O:12])[NH:8][C:5]2=[N:6][CH:7]=1. (5) Given the reactants [CH:1]1([N:6]2[CH2:12][C:11]([F:14])([F:13])[C:10](=[O:15])[N:9]([CH3:16])[C:8]3[CH:17]=[N:18][C:19]([NH:21][C:22]4[CH:30]=[CH:29][C:25]([C:26]([OH:28])=O)=[CH:24][C:23]=4[O:31][CH3:32])=[N:20][C:7]2=3)[CH2:5][CH2:4][CH2:3][CH2:2]1.[O:33]1[C:37]2[CH:38]=[CH:39][C:40]([CH2:42][CH2:43][NH2:44])=[CH:41][C:36]=2[O:35][CH2:34]1.F[P-](F)(F)(F)(F)F.CN(C(N(C)C)=[N+]1C2C(=NC=CC=2)[N+]([O-])=N1)C.C(N(C(C)C)CC)(C)C, predict the reaction product. The product is: [O:33]1[C:37]2[CH:38]=[CH:39][C:40]([CH2:42][CH2:43][NH:44][C:26](=[O:28])[C:25]3[CH:29]=[CH:30][C:22]([NH:21][C:19]4[N:18]=[CH:17][C:8]5[N:9]([CH3:16])[C:10](=[O:15])[C:11]([F:14])([F:13])[CH2:12][N:6]([CH:1]6[CH2:2][CH2:3][CH2:4][CH2:5]6)[C:7]=5[N:20]=4)=[C:23]([O:31][CH3:32])[CH:24]=3)=[CH:41][C:36]=2[O:35][CH2:34]1. (6) The product is: [CH2:16]1[O:17][C:8]2[C:9](=[CH:10][C:11]([N+:12]([O-:14])=[O:13])=[C:6]([CH:4]([OH:5])[CH3:3])[CH:7]=2)[O:15]1. Given the reactants [BH4-].[Na+].[CH3:3][C:4]([C:6]1[C:11]([N+:12]([O-:14])=[O:13])=[CH:10][C:9]2[O:15][CH2:16][O:17][C:8]=2[CH:7]=1)=[O:5].ClCl.[Cl-].[NH4+], predict the reaction product.